This data is from Catalyst prediction with 721,799 reactions and 888 catalyst types from USPTO. The task is: Predict which catalyst facilitates the given reaction. (1) Reactant: P(Br)(Br)[Br:2].[O:5]1[C:9]2[CH:10]=[CH:11][C:12]([CH:14](O)[CH3:15])=[CH:13][C:8]=2[CH2:7][CH2:6]1. Product: [Br:2][CH2:15][CH2:14][C:12]1[CH:11]=[CH:10][C:9]2[O:5][CH2:6][CH2:7][C:8]=2[CH:13]=1. The catalyst class is: 22. (2) Reactant: Br[C:2]1[CH:3]=[C:4]([C:18]([N:20]2[CH2:25][CH2:24][O:23][CH2:22][CH2:21]2)=[O:19])[CH:5]=[CH:6][C:7]=1[NH:8][C:9]1[N:14]=[C:13]([NH:15][CH3:16])[C:12]([Cl:17])=[CH:11][N:10]=1.[C:26]([O-])(=O)[CH3:27].[K+].[C:31](=O)([O-])[O-].[Na+].[Na+].C(#N)C.O. Product: [Cl:17][C:12]1[C:13]([NH:15][CH3:16])=[N:14][C:9]([NH:8][C:7]2[CH:6]=[CH:5][C:4]([C:18]([N:20]3[CH2:25][CH2:24][O:23][CH2:22][CH2:21]3)=[O:19])=[CH:3][C:2]=2[CH:27]2[CH2:26][CH2:31]2)=[N:10][CH:11]=1. The catalyst class is: 140. (3) The catalyst class is: 4. Product: [CH2:1]([O:3][C:4](=[O:24])[CH:5]([C:11]1[CH:12]=[C:13]2[C:14]([C:20]([CH3:22])([CH3:21])[CH2:19][C:18](=[O:23])[NH:17]2)=[CH:15][CH:16]=1)[CH2:6][CH2:7][CH2:8][CH2:9][CH3:10])[CH3:2]. Reactant: [CH2:1]([O:3][C:4](=[O:24])[CH:5]([C:11]1[CH:16]=[CH:15][CH:14]=[C:13]([NH:17][C:18](=[O:23])[CH:19]=[C:20]([CH3:22])[CH3:21])[CH:12]=1)[CH2:6][CH2:7][CH2:8][CH2:9][CH3:10])[CH3:2].[Cl-].[Al+3].[Cl-].[Cl-].